This data is from Reaction yield outcomes from USPTO patents with 853,638 reactions. The task is: Predict the reaction yield, written as a fraction of the theoretical maximum amount of product (1.0 means a 100% yield; for example, 0.34 means a 34% yield). The reactants are [OH:1][C:2]1[CH:10]=[CH:9][C:5]([C:6]([NH2:8])=[S:7])=[CH:4][CH:3]=1.Cl[C:12]([O:14][C:15]1[CH:20]=[CH:19][C:18]([N+:21]([O-:23])=[O:22])=[CH:17][CH:16]=1)=[O:13]. The catalyst is C(Cl)Cl.CN(C)C1C=CN=CC=1. The product is [C:6]([C:5]1[CH:9]=[CH:10][C:2]([O:1][C:12](=[O:13])[O:14][C:15]2[CH:16]=[CH:17][C:18]([N+:21]([O-:23])=[O:22])=[CH:19][CH:20]=2)=[CH:3][CH:4]=1)(=[S:7])[NH2:8]. The yield is 0.810.